This data is from Reaction yield outcomes from USPTO patents with 853,638 reactions. The task is: Predict the reaction yield, written as a fraction of the theoretical maximum amount of product (1.0 means a 100% yield; for example, 0.34 means a 34% yield). (1) The reactants are [CH3:1][O:2][C:3]1[CH:4]=[C:5]([C:9](=O)[CH2:10][O:11][C:12]2[CH:20]=[CH:19][CH:18]=[CH:17][C:13]=2[C:14]([NH2:16])=[O:15])[CH:6]=[CH:7][CH:8]=1.C1(C)C=CC(S(O)(=O)=O)=CC=1.C(OCC)(=O)C.C(OCC)C. The catalyst is C1(C)C=CC=CC=1. The product is [CH3:1][O:2][C:3]1[CH:4]=[C:5]([C:9]2[NH:16][C:14](=[O:15])[C:13]3[CH:17]=[CH:18][CH:19]=[CH:20][C:12]=3[O:11][CH:10]=2)[CH:6]=[CH:7][CH:8]=1. The yield is 0.830. (2) The reactants are [C:1]([O:8][CH3:9])(=[O:7])[CH2:2][C:3]([O:5][CH3:6])=[O:4].[CH3:10][CH2:11][C:12](=O)[CH2:13][CH3:14].N1C=CC=CC=1.ClCCl. The catalyst is O1CCCC1.Cl[Ti](Cl)(Cl)Cl.O. The product is [CH3:6][O:5][C:3](=[O:4])[C:2](=[C:12]([CH2:13][CH3:14])[CH2:11][CH3:10])[C:1]([O:8][CH3:9])=[O:7]. The yield is 0.460. (3) The reactants are [CH3:1][C:2]([CH3:10])([CH:5]([OH:9])[CH:6]([CH3:8])[CH3:7])[CH2:3][OH:4].[CH2:11](Br)[CH:12]([CH3:14])[CH3:13]. No catalyst specified. The product is [CH3:11][CH:12]([CH3:14])[CH2:13][O:4][CH2:3][C:2]([CH3:10])([CH3:1])[CH:5]([OH:9])[CH:6]([CH3:8])[CH3:7]. The yield is 0.880. (4) The reactants are [C:1]([C:3]1[C:4](F)=[N:5][CH:6]=[CH:7][CH:8]=1)#[N:2].Cl.[NH:11]1[CH2:14][CH2:13][CH2:12]1. No catalyst specified. The product is [N:11]1([C:4]2[N:5]=[CH:6][CH:7]=[CH:8][C:3]=2[C:1]#[N:2])[CH2:14][CH2:13][CH2:12]1. The yield is 0.820. (5) The reactants are O=P(Cl)(Cl)Cl.[NH2:6][C:7]1[CH:8]=[N:9][CH:10]=[C:11]([F:37])[C:12]=1[CH2:13][CH2:14][C@H:15]1[O:20][CH2:19][C@@H:18]([CH2:21][O:22][Si](C(C)(C)C)(C)C)[N:17]([C:30]([O:32][C:33]([CH3:36])([CH3:35])[CH3:34])=[O:31])[CH2:16]1.[C:38]([O:42][C:43]([NH:45][C@H:46]([C:62](O)=[O:63])[CH:47]([C:55]1[CH:60]=[CH:59][C:58]([F:61])=[CH:57][CH:56]=1)[C:48]1[CH:53]=[CH:52][C:51]([F:54])=[CH:50][CH:49]=1)=[O:44])([CH3:41])([CH3:40])[CH3:39].CCCC[N+](CCCC)(CCCC)CCCC.[F-]. The catalyst is N1C=CC=CC=1.C1COCC1. The product is [C:38]([O:42][C:43]([NH:45][C@H:46]([C:62]([NH:6][C:7]1[CH:8]=[N:9][CH:10]=[C:11]([F:37])[C:12]=1[CH2:13][CH2:14][C@H:15]1[O:20][CH2:19][C@@H:18]([CH2:21][OH:22])[N:17]([C:30]([O:32][C:33]([CH3:36])([CH3:34])[CH3:35])=[O:31])[CH2:16]1)=[O:63])[CH:47]([C:55]1[CH:60]=[CH:59][C:58]([F:61])=[CH:57][CH:56]=1)[C:48]1[CH:53]=[CH:52][C:51]([F:54])=[CH:50][CH:49]=1)=[O:44])([CH3:40])([CH3:41])[CH3:39]. The yield is 0.510.